Dataset: Full USPTO retrosynthesis dataset with 1.9M reactions from patents (1976-2016). Task: Predict the reactants needed to synthesize the given product. Given the product [NH2:25][C:20]1[N:19]=[CH:18][C:17]2[C:22](=[CH:23][CH:24]=[C:15]([C:14]3[C:9](=[O:8])[NH:10][CH:11]=[CH:12][C:13]=3[CH3:26])[CH:16]=2)[N:21]=1, predict the reactants needed to synthesize it. The reactants are: COC1C=CC(C[O:8][C:9]2[C:14]([C:15]3[CH:16]=[C:17]4[C:22](=[CH:23][CH:24]=3)[N:21]=[C:20]([NH2:25])[N:19]=[CH:18]4)=[C:13]([CH3:26])[CH:12]=[CH:11][N:10]=2)=CC=1.C(O)(C(F)(F)F)=O.